From a dataset of Peptide-MHC class I binding affinity with 185,985 pairs from IEDB/IMGT. Regression. Given a peptide amino acid sequence and an MHC pseudo amino acid sequence, predict their binding affinity value. This is MHC class I binding data. The MHC is HLA-A01:01 with pseudo-sequence HLA-A01:01. The binding affinity (normalized) is 0.0847. The peptide sequence is GQRVYSWVY.